Dataset: Reaction yield outcomes from USPTO patents with 853,638 reactions. Task: Predict the reaction yield, written as a fraction of the theoretical maximum amount of product (1.0 means a 100% yield; for example, 0.34 means a 34% yield). (1) The reactants are [CH3:1][O:2][C:3](=[O:13])[C:4]1[CH:9]=[CH:8][C:7]([OH:10])=[C:6]([O:11][CH3:12])[CH:5]=1.[Na+].[I-].C([O-])([O-])=O.[K+].[K+].Br[CH2:23][CH:24]1[CH2:26][CH2:25]1. The catalyst is CC(C)=O. The product is [CH3:1][O:2][C:3](=[O:13])[C:4]1[CH:9]=[CH:8][C:7]([O:10][CH2:23][CH:24]2[CH2:26][CH2:25]2)=[C:6]([O:11][CH3:12])[CH:5]=1. The yield is 0.930. (2) The reactants are [CH2:1]([N:8]1[CH2:13][CH2:12][N:11]([C:14]2([C:27]#N)[CH2:19][CH2:18][N:17]([C:20]([O:22][C:23]([CH3:26])([CH3:25])[CH3:24])=[O:21])[CH2:16][CH2:15]2)[CH2:10][C@@H:9]1[CH3:29])[C:2]1[CH:7]=[CH:6][CH:5]=[CH:4][CH:3]=1.C(=O)=O.C(#N)C.C[Mg]Br.C(OCC)(=O)C. The catalyst is O1CCCC1.CO.O. The product is [CH2:1]([N:8]1[CH2:13][CH2:12][N:11]([C:14]2([CH3:27])[CH2:19][CH2:18][N:17]([C:20]([O:22][C:23]([CH3:26])([CH3:25])[CH3:24])=[O:21])[CH2:16][CH2:15]2)[CH2:10][C@@H:9]1[CH3:29])[C:2]1[CH:3]=[CH:4][CH:5]=[CH:6][CH:7]=1. The yield is 0.926. (3) The reactants are [Cl:1][C:2]1[C:3]([O:12][C:13]2[CH:18]=[C:17]([OH:19])[CH:16]=[CH:15][C:14]=2/[CH:20]=[C:21](\[CH3:27])/[C:22]([O:24][CH2:25][CH3:26])=[O:23])=[N:4][CH:5]=[C:6]([C:8]([F:11])([F:10])[F:9])[CH:7]=1.C(=O)([O-])[O-].[K+].[K+].[CH:34](I)([CH3:36])[CH3:35].O. The yield is 0.680. The product is [Cl:1][C:2]1[C:3]([O:12][C:13]2[CH:18]=[C:17]([O:19][CH:34]([CH3:36])[CH3:35])[CH:16]=[CH:15][C:14]=2/[CH:20]=[C:21](\[CH3:27])/[C:22]([O:24][CH2:25][CH3:26])=[O:23])=[N:4][CH:5]=[C:6]([C:8]([F:9])([F:11])[F:10])[CH:7]=1. The catalyst is CN(C)C=O. (4) The reactants are [CH:1]([C:4]1[CH:9]=[CH:8][CH:7]=[CH:6][N+:5]=1[O-])([CH3:3])[CH3:2].[C:11]([Si](C)(C)C)#[N:12].C(N(CC)C(Cl)=O)C.C(=O)([O-])[O-].[K+].[K+]. The catalyst is ClCCCl. The product is [C:11]([C:6]1[CH:7]=[CH:8][CH:9]=[C:4]([CH:1]([CH3:3])[CH3:2])[N:5]=1)#[N:12]. The yield is 0.740. (5) The reactants are [OH:1][C@:2]([CH3:38])([CH2:36][I:37])[C:3](=[O:35])[C@@H:4]([NH:12][C:13](=[O:34])[C@@H:14]([NH:18][C:19](=[O:33])[C@@H:20]([NH:24][C:25]([C:27]1[S:31][C:30]([CH3:32])=[N:29][CH:28]=1)=[O:26])[CH2:21][O:22][CH3:23])[CH2:15][O:16][CH3:17])[CH2:5][C:6]1[CH:11]=[CH:10][CH:9]=[CH:8][CH:7]=1.[C:39]([S:42][CH2:43][CH2:44][CH2:45][CH2:46][C:47](O[C:47](=[O:48])[CH2:46][CH2:45][CH2:44][CH2:43][S:42][C:39](=[O:41])[CH3:40])=[O:48])(=[O:41])[CH3:40]. The catalyst is CN(C1C=CN=CC=1)C.N1C=CC=CC=1.O.ClCCl. The product is [C:39]([S:42][CH2:43][CH2:44][CH2:45][CH2:46][C:47]([O:1][C@@:2]([CH3:38])([C:3](=[O:35])[C@@H:4]([NH:12][C:13](=[O:34])[C@@H:14]([NH:18][C:19](=[O:33])[C@@H:20]([NH:24][C:25]([C:27]1[S:31][C:30]([CH3:32])=[N:29][CH:28]=1)=[O:26])[CH2:21][O:22][CH3:23])[CH2:15][O:16][CH3:17])[CH2:5][C:6]1[CH:7]=[CH:8][CH:9]=[CH:10][CH:11]=1)[CH2:36][I:37])=[O:48])(=[O:41])[CH3:40]. The yield is 0.370. (6) The reactants are CO[C:3](=[O:20])[C:4]1[CH:9]=[C:8]([C:10]2[CH:15]=[CH:14][N:13]=[N:12][CH:11]=2)[C:7]([CH:16]([CH3:18])[CH3:17])=[CH:6][C:5]=1[NH2:19].ClC([O:24][C:25]1C=CC(Cl)=CC=1)=O.[CH3:32][S:33]([NH:36][NH2:37])(=[O:35])=[O:34].CCN(C(C)C)C(C)C. The catalyst is O1CCOCC1. The product is [CH:16]([C:7]1[CH:6]=[C:5]2[C:4]([C:3](=[O:20])[N:37]([NH:36][S:33]([CH3:32])(=[O:35])=[O:34])[C:25](=[O:24])[NH:19]2)=[CH:9][C:8]=1[C:10]1[CH:15]=[CH:14][N:13]=[N:12][CH:11]=1)([CH3:17])[CH3:18]. The yield is 0.510.